Task: Predict the product of the given reaction.. Dataset: Forward reaction prediction with 1.9M reactions from USPTO patents (1976-2016) (1) Given the reactants C[O:2][CH:3](OC)[C:4]1[CH:13]=[CH:12][C:11]2[CH2:10][CH2:9][CH2:8][NH:7][C:6]=2[N:5]=1, predict the reaction product. The product is: [N:5]1[C:6]2[NH:7][CH2:8][CH2:9][CH2:10][C:11]=2[CH:12]=[CH:13][C:4]=1[CH:3]=[O:2]. (2) Given the reactants [Br:1][C:2]1[C:3]([N:12]2[CH2:17][CH2:16][N:15]([CH:18](C3C=CC=CN=3)C)[CH2:14][CH2:13]2)=[C:4]([N+:9]([O-:11])=[O:10])[C:5]([NH2:8])=[N:6][CH:7]=1.[F:26][C:27]([F:49])([F:48])[C:28]1[N:33]=[CH:32][C:31](CN2CCN(C(OC(C)(C)C)=O)CC2)=[CH:30][CH:29]=1.C(O)(C(F)(F)F)=O.BrC1C(Cl)=C([N+]([O-])=O)C(N)=NC=1, predict the reaction product. The product is: [Br:1][C:2]1[C:3]([N:12]2[CH2:17][CH2:16][N:15]([CH2:18][C:31]3[CH:32]=[N:33][C:28]([C:27]([F:49])([F:48])[F:26])=[CH:29][CH:30]=3)[CH2:14][CH2:13]2)=[C:4]([N+:9]([O-:11])=[O:10])[C:5]([NH2:8])=[N:6][CH:7]=1.